Dataset: Forward reaction prediction with 1.9M reactions from USPTO patents (1976-2016). Task: Predict the product of the given reaction. Given the reactants [Mg].[Cl-].[Li+].Br[C:5]1[CH:10]=[CH:9][CH:8]=[CH:7][C:6]=1[O:11][CH3:12].C(O[CH2:17][CH:18]=[CH2:19])(=O)C.C(=O)([O-])O.[Na+], predict the reaction product. The product is: [CH2:19]([C:5]1[CH:10]=[CH:9][CH:8]=[CH:7][C:6]=1[O:11][CH3:12])[CH:18]=[CH2:17].